Dataset: Catalyst prediction with 721,799 reactions and 888 catalyst types from USPTO. Task: Predict which catalyst facilitates the given reaction. (1) The catalyst class is: 1. Product: [CH2:31]([O:30][C:28](=[O:29])[CH2:27][S:20][C:16]1[NH:17][C:18]2[C:14]([N:15]=1)=[CH:13][N:12]=[C:11]([N:8]1[CH2:9][CH2:10][CH:5]([O:4][C:3]3[CH:21]=[C:22]([F:25])[CH:23]=[CH:24][C:2]=3[Br:1])[CH2:6][CH2:7]1)[N:19]=2)[CH3:32]. Reactant: [Br:1][C:2]1[CH:24]=[CH:23][C:22]([F:25])=[CH:21][C:3]=1[O:4][CH:5]1[CH2:10][CH2:9][N:8]([C:11]2[N:19]=[C:18]3[C:14]([N:15]=[C:16]([SH:20])[NH:17]3)=[CH:13][N:12]=2)[CH2:7][CH2:6]1.Br[CH2:27][C:28]([O:30][CH2:31][CH3:32])=[O:29].C(N(CC)CC)C. (2) Reactant: [N:1]1(C(OC(C)(C)C)=O)[CH2:8][CH2:7][CH2:6][C@H:2]1[C:3]([OH:5])=O.[NH2:16][C@H:17]([C:25]([O:27][CH2:28][C:29]1[CH:34]=[CH:33][CH:32]=[CH:31][CH:30]=1)=[O:26])[CH2:18][C:19]1[CH:24]=[CH:23][CH:22]=[CH:21][CH:20]=1.F[P-](F)(F)(F)(F)F.N1(O[P+](N(C)C)(N(C)C)N(C)C)C2C=CC=CC=2N=N1.CN1CCOCC1.N1(C(OC(C)(C)C)=O)CCC[C@H]1C(N[C@H](C(OCC1C=CC=CC=1)=O)CC1C=CC=CC=1)=O.C(O)(C(F)(F)F)=O.C1(OC)C=CC=CC=1. Product: [NH:1]1[CH2:8][CH2:7][CH2:6][C@H:2]1[C:3]([NH:16][C@H:17]([C:25]([O:27][CH2:28][C:29]1[CH:34]=[CH:33][CH:32]=[CH:31][CH:30]=1)=[O:26])[CH2:18][C:19]1[CH:24]=[CH:23][CH:22]=[CH:21][CH:20]=1)=[O:5]. The catalyst class is: 3. (3) Reactant: [CH3:1][N:2]([CH3:34])[C:3]([CH:5]1[CH2:10][CH2:9][CH:8]([N:11]2[CH:15]=[C:14]([C:16]3[CH:17]=[N:18][C:19]([C:22]4[CH:27]=[CH:26][CH:25]=[C:24]([C:28]5[CH:29]=[N:30][N:31]([CH3:33])[CH:32]=5)[CH:23]=4)=[N:20][CH:21]=3)[CH:13]=[N:12]2)[CH2:7][CH2:6]1)=[O:4]. Product: [CH3:1][N:2]([CH3:34])[C:3]([C@H:5]1[CH2:10][CH2:9][C@H:8]([N:11]2[CH:15]=[C:14]([C:16]3[CH:17]=[N:18][C:19]([C:22]4[CH:27]=[CH:26][CH:25]=[C:24]([C:28]5[CH:29]=[N:30][N:31]([CH3:33])[CH:32]=5)[CH:23]=4)=[N:20][CH:21]=3)[CH:13]=[N:12]2)[CH2:7][CH2:6]1)=[O:4]. The catalyst class is: 3. (4) Reactant: FC(F)(F)S(O[C@H:7]1[C@H:12]([O:13][Si:14]([C:17]([CH3:20])([CH3:19])[CH3:18])([CH3:16])[CH3:15])[CH2:11][C@H:10]([C:21]2[CH:26]=[CH:25][N:24]=[CH:23][C:22]=2[NH2:27])[O:9][C@@H:8]1[CH2:28][CH3:29])(=O)=O.[C-:32]#[N:33].[Na+]. Product: [NH2:27][C:22]1[CH:23]=[N:24][CH:25]=[CH:26][C:21]=1[C@@H:10]1[O:9][C@H:8]([CH2:28][CH3:29])[C@H:7]([C:32]#[N:33])[C@H:12]([O:13][Si:14]([C:17]([CH3:20])([CH3:19])[CH3:18])([CH3:15])[CH3:16])[CH2:11]1. The catalyst class is: 18. (5) Reactant: Cl.C([N:6]1[C:14]2[C:9](=[CH:10][CH:11]=[C:12]([C:15]#[N:16])[CH:13]=2)[C:8]([C:17]([OH:19])=[O:18])=[C:7]1[C:20]([C:23]1[CH:28]=[CH:27][C:26]([CH2:29][CH3:30])=[C:25]([N:31]2[CH2:36][CH2:35][CH:34]([N:37]3[CH2:42][CH2:41][O:40][CH2:39][CH2:38]3)[CH2:33][CH2:32]2)[CH:24]=1)([CH3:22])[CH3:21])(C)(C)C.C[Si](Cl)(C)C.[OH-].[Na+].OP([O-])([O-])=O.[K+].[K+]. Product: [C:15]([C:12]1[CH:13]=[C:14]2[C:9]([C:8]([C:17]([OH:19])=[O:18])=[C:7]([C:20]([C:23]3[CH:28]=[CH:27][C:26]([CH2:29][CH3:30])=[C:25]([N:31]4[CH2:32][CH2:33][CH:34]([N:37]5[CH2:38][CH2:39][O:40][CH2:41][CH2:42]5)[CH2:35][CH2:36]4)[CH:24]=3)([CH3:22])[CH3:21])[NH:6]2)=[CH:10][CH:11]=1)#[N:16]. The catalyst class is: 21. (6) Reactant: Br[C:2]1[C:3]2[N:4]([C:15](=[O:29])[N:16]([CH2:18][C:19]3[CH:20]=[N:21][C:22]([C:25]([F:28])([F:27])[F:26])=[CH:23][CH:24]=3)[N:17]=2)[CH:5]=[N:6][C:7]=1[C:8]1[CH:13]=[CH:12][C:11]([Cl:14])=[CH:10][CH:9]=1.[N:30]1[CH:35]=[CH:34][C:33](B(O)O)=[CH:32][CH:31]=1.[O-]P([O-])([O-])=O.[K+].[K+].[K+].C(Cl)Cl. Product: [Cl:14][C:11]1[CH:10]=[CH:9][C:8]([C:7]2[N:6]=[CH:5][N:4]3[C:15](=[O:29])[N:16]([CH2:18][C:19]4[CH:20]=[N:21][C:22]([C:25]([F:28])([F:27])[F:26])=[CH:23][CH:24]=4)[N:17]=[C:3]3[C:2]=2[C:33]2[CH:34]=[CH:35][N:30]=[CH:31][CH:32]=2)=[CH:13][CH:12]=1. The catalyst class is: 450. (7) Reactant: [OH:1][N:2]1[C:10](=[O:11])[C:9]2[C:4](=[CH:5][CH:6]=[CH:7][CH:8]=2)[C:3]1=[O:12].O[CH:14]1[CH2:18][N:17]([C:19]([O:21][C:22]([CH3:25])([CH3:24])[CH3:23])=[O:20])[N:16]([C:26]([O:28][C:29]([CH3:32])([CH3:31])[CH3:30])=[O:27])[CH2:15]1.C1(P(C2C=CC=CC=2)C2C=CC=CC=2)C=CC=CC=1.CC(OC(/N=N/C(OC(C)C)=O)=O)C. Product: [O:12]=[C:3]1[C:4]2[C:9](=[CH:8][CH:7]=[CH:6][CH:5]=2)[C:10](=[O:11])[N:2]1[O:1][CH:14]1[CH2:15][N:16]([C:26]([O:28][C:29]([CH3:32])([CH3:31])[CH3:30])=[O:27])[N:17]([C:19]([O:21][C:22]([CH3:25])([CH3:24])[CH3:23])=[O:20])[CH2:18]1. The catalyst class is: 1. (8) Reactant: [O:1]1[C:5]2=[C:6]([NH2:10])[N:7]=[CH:8][CH:9]=[C:4]2[CH2:3][CH2:2]1.[H-].[Na+].Cl[C:14]1[S:15][C:16]([C:19]#[N:20])=[CH:17][N:18]=1. Product: [O:1]1[C:5]2=[C:6]([NH:10][C:14]3[S:15][C:16]([C:19]#[N:20])=[CH:17][N:18]=3)[N:7]=[CH:8][CH:9]=[C:4]2[CH2:3][CH2:2]1. The catalyst class is: 1. (9) Reactant: Cl[C:2]1[N:3]=[C:4]2[C:9](=[CH:10][CH:11]=1)[NH:8][C:7](=[O:12])[C:6]([C:13]1[CH:18]=[CH:17][CH:16]=[CH:15][CH:14]=1)=[CH:5]2.O.[NH2:20][NH2:21].CCOCC.O. Product: [NH:20]([C:2]1[N:3]=[C:4]2[C:9](=[CH:10][CH:11]=1)[NH:8][C:7](=[O:12])[C:6]([C:13]1[CH:18]=[CH:17][CH:16]=[CH:15][CH:14]=1)=[CH:5]2)[NH2:21]. The catalyst class is: 17. (10) Reactant: [CH3:1][O:2][C:3](=[O:11])[C:4]1[CH:9]=[CH:8][CH:7]=[N:6][C:5]=1[OH:10].[I:12]C1CC(=O)NC1=O. Product: [CH3:1][O:2][C:3](=[O:11])[C:4]1[CH:9]=[C:8]([I:12])[CH:7]=[N:6][C:5]=1[OH:10]. The catalyst class is: 2.